This data is from Reaction yield outcomes from USPTO patents with 853,638 reactions. The task is: Predict the reaction yield, written as a fraction of the theoretical maximum amount of product (1.0 means a 100% yield; for example, 0.34 means a 34% yield). (1) The reactants are [OH:1][C:2]1[C:7]([C:8]([F:11])([F:10])[F:9])=[CH:6][C:5]([N+:12]([O-:14])=[O:13])=[CH:4][N:3]=1.[CH3:15][N:16]([C:20]1[CH:25]=[CH:24][CH:23]=[CH:22][CH:21]=1)[C:17](Cl)=[O:18].N12CCN(CC1)CC2. The catalyst is O1CCCC1. The product is [N+:12]([C:5]1[CH:6]=[C:7]([C:8]([F:11])([F:9])[F:10])[C:2]([O:1][C:17](=[O:18])[N:16]([CH3:15])[C:20]2[CH:25]=[CH:24][CH:23]=[CH:22][CH:21]=2)=[N:3][CH:4]=1)([O-:14])=[O:13]. The yield is 0.920. (2) The reactants are Cl[C:2]1[C:3]([NH:15][CH:16]2[CH2:21][CH2:20][N:19]([CH3:22])[CH2:18][CH2:17]2)=[CH:4][C:5]([NH:8]C(=O)C(C)(C)C)=[N:6][CH:7]=1.[C:23]1(B(O)O)[CH:28]=[CH:27][CH:26]=[CH:25][CH:24]=1.C(=O)([O-])[O-].[Na+].[Na+]. The catalyst is C(#N)C.O. The product is [CH3:22][N:19]1[CH2:18][CH2:17][CH:16]([NH:15][C:3]2[C:2]([C:23]3[CH:28]=[CH:27][CH:26]=[CH:25][CH:24]=3)=[CH:7][N:6]=[C:5]([NH2:8])[CH:4]=2)[CH2:21][CH2:20]1. The yield is 0.730. (3) The reactants are Cl[C:2]1[C:3]2[CH2:13][N:12]([C:14]([O:16][C:17]([CH3:20])([CH3:19])[CH3:18])=[O:15])[CH2:11][CH2:10][C:4]=2[N:5]=[C:6]([S:8][CH3:9])[N:7]=1.[Cl:21][C:22]1[CH:27]=[C:26]([Cl:28])[CH:25]=[CH:24][C:23]=1[OH:29].C[Si]([N-][Si](C)(C)C)(C)C.[Na+]. The catalyst is O1CCCC1. The product is [Cl:21][C:22]1[CH:27]=[C:26]([Cl:28])[CH:25]=[CH:24][C:23]=1[O:29][C:2]1[C:3]2[CH2:13][N:12]([C:14]([O:16][C:17]([CH3:20])([CH3:19])[CH3:18])=[O:15])[CH2:11][CH2:10][C:4]=2[N:5]=[C:6]([S:8][CH3:9])[N:7]=1. The yield is 0.370.